Dataset: Forward reaction prediction with 1.9M reactions from USPTO patents (1976-2016). Task: Predict the product of the given reaction. (1) Given the reactants Br[C:2]1[CH:3]=[C:4]2[C:9](=[CH:10][CH:11]=1)[CH:8]=[N:7][CH:6]=[CH:5]2.C([Li])CCC.[CH3:17][C:18]1([CH3:28])[CH2:23][CH2:22][C:21]([CH3:25])([CH3:24])[C:20]([CH:26]=[O:27])=[CH:19]1, predict the reaction product. The product is: [CH:8]1[C:9]2[C:4](=[CH:3][C:2]([CH:26]([C:20]3[C:21]([CH3:25])([CH3:24])[CH2:22][CH2:23][C:18]([CH3:28])([CH3:17])[CH:19]=3)[OH:27])=[CH:11][CH:10]=2)[CH:5]=[CH:6][N:7]=1. (2) The product is: [BrH:19].[BrH:19].[C:2]([S:3][C:15]([C:5]1[CH:6]=[C:7]([C:11]([S:3][C:2](=[NH:1])[NH2:4])([CH3:13])[CH3:12])[CH:8]=[CH:9][CH:10]=1)([CH3:17])[CH3:16])(=[NH:4])[NH2:1]. Given the reactants [NH2:1][C:2]([NH2:4])=[S:3].[C:5]1([C:15](O)([CH3:17])[CH3:16])[CH:10]=[CH:9][CH:8]=[C:7]([C:11](O)([CH3:13])[CH3:12])[CH:6]=1.[BrH:19], predict the reaction product.